This data is from Forward reaction prediction with 1.9M reactions from USPTO patents (1976-2016). The task is: Predict the product of the given reaction. Given the reactants [NH2:1][C:2]1[CH:10]=[C:9]([O:11][CH3:12])[C:8]([O:13][CH3:14])=[CH:7][C:3]=1[C:4]([NH2:6])=[O:5].[N+:15]([C:18]1[CH:19]=[C:20]([CH:24]=[CH:25][CH:26]=1)C(Cl)=O)([O-:17])=[O:16], predict the reaction product. The product is: [CH3:12][O:11][C:9]1[C:8]([O:13][CH3:14])=[CH:7][C:3]([C:4]([NH2:6])=[O:5])=[C:2]([NH:1][C:25]2[CH:24]=[CH:20][CH:19]=[C:18]([N+:15]([O-:17])=[O:16])[CH:26]=2)[CH:10]=1.